From a dataset of Full USPTO retrosynthesis dataset with 1.9M reactions from patents (1976-2016). Predict the reactants needed to synthesize the given product. Given the product [Br:1][C:2]1[CH:3]=[CH:4][C:5]2[CH2:12][N:11]([S:26]([CH3:25])(=[O:28])=[O:27])[C:10]3[CH:13]=[CH:14][C:15]([Cl:17])=[CH:16][C:9]=3[CH:8]=[CH:7][C:6]=2[CH:18]=1, predict the reactants needed to synthesize it. The reactants are: [Br:1][C:2]1[CH:3]=[CH:4][C:5]2[CH2:12][NH:11][C:10]3[CH:13]=[CH:14][C:15]([Cl:17])=[CH:16][C:9]=3[CH:8]=[CH:7][C:6]=2[CH:18]=1.N1C=CC=CC=1.[CH3:25][S:26](Cl)(=[O:28])=[O:27].